From a dataset of Full USPTO retrosynthesis dataset with 1.9M reactions from patents (1976-2016). Predict the reactants needed to synthesize the given product. The reactants are: [Br:1][C:2]1[CH:10]=[CH:9][N:8]=[C:7]2[C:3]=1[CH:4]=[CH:5][NH:6]2.[H-].[Na+].[C:13]1([S:19](Cl)(=[O:21])=[O:20])[CH:18]=[CH:17][CH:16]=[CH:15][CH:14]=1.[CH2:23]1COCC1. Given the product [Br:1][C:2]1[CH:10]=[CH:9][N:8]=[C:7]2[N:6]([S:19]([C:13]3[CH:18]=[CH:17][C:16]([CH3:23])=[CH:15][CH:14]=3)(=[O:21])=[O:20])[CH:5]=[CH:4][C:3]=12, predict the reactants needed to synthesize it.